From a dataset of Forward reaction prediction with 1.9M reactions from USPTO patents (1976-2016). Predict the product of the given reaction. (1) Given the reactants C([O:8][C:9]1[CH:33]=[CH:32][C:12]([O:13][CH:14]2[CH2:19][CH2:18][N:17]([C:20]([O:22][C:23]3[CH:24]=[N:25][CH:26]=[C:27]([CH:31]=3)[C:28]([OH:30])=[O:29])=[O:21])[CH2:16][CH2:15]2)=[CH:11][CH:10]=1)C1C=CC=CC=1.[H][H], predict the reaction product. The product is: [OH:8][C:9]1[CH:10]=[CH:11][C:12]([O:13][CH:14]2[CH2:19][CH2:18][N:17]([C:20]([O:22][C:23]3[CH:24]=[N:25][CH:26]=[C:27]([CH:31]=3)[C:28]([OH:30])=[O:29])=[O:21])[CH2:16][CH2:15]2)=[CH:32][CH:33]=1. (2) Given the reactants [C:1]([C:4]1[CH:5]=[C:6]([C:9]([NH:11][N:12]([CH2:28][C@@H:29]([OH:33])[C:30]([OH:32])=[O:31])[CH2:13][C:14]2[CH:19]=[CH:18][C:17]([C:20]3[CH:25]=[C:24]([Cl:26])[CH:23]=[CH:22][C:21]=3[F:27])=[CH:16][CH:15]=2)=[O:10])[NH:7][N:8]=1)(=[O:3])[CH3:2].C1C=CC2N(O)N=NC=2C=1.C(Cl)CCl.C(Cl)Cl.[F:51][C:52]([F:56])([CH3:55])[CH2:53]O, predict the reaction product. The product is: [F:51][C:52]([F:56])([CH3:55])[CH2:53][O:31][C:30](=[O:32])[C@H:29]([OH:33])[CH2:28][N:12]([CH2:13][C:14]1[CH:19]=[CH:18][C:17]([C:20]2[CH:25]=[C:24]([Cl:26])[CH:23]=[CH:22][C:21]=2[F:27])=[CH:16][CH:15]=1)[NH:11][C:9]([C:6]1[NH:7][N:8]=[C:4]([C:1](=[O:3])[CH3:2])[CH:5]=1)=[O:10]. (3) Given the reactants [Cl:1][C:2]1[CH:7]=[C:6]([CH3:8])[CH:5]=[CH:4][C:3]=1[N:9]1[C:13]([S:14][CH2:15][C:16]([O:18]C(C)(C)C)=[O:17])=[C:12]([Si](C)(C)C)[N:11]=[N:10]1.[OH-].[K+], predict the reaction product. The product is: [Cl:1][C:2]1[CH:7]=[C:6]([CH3:8])[CH:5]=[CH:4][C:3]=1[N:9]1[C:13]([S:14][CH2:15][C:16]([OH:18])=[O:17])=[CH:12][N:11]=[N:10]1.